From a dataset of Forward reaction prediction with 1.9M reactions from USPTO patents (1976-2016). Predict the product of the given reaction. (1) Given the reactants [CH3:1][O:2][S:3]([CH3:6])(=[O:5])=[O:4].[Li]CCCC.[CH2:12]([O:14][P:15](Cl)(=[O:19])[O:16][CH2:17][CH3:18])[CH3:13].[NH4+].[Cl-], predict the reaction product. The product is: [CH3:1][O:2][S:3]([CH2:6][P:15]([O:16][CH2:17][CH3:18])([O:14][CH2:12][CH3:13])=[O:19])(=[O:5])=[O:4]. (2) Given the reactants [CH3:1][O:2][C:3]1[CH:4]=[C:5]([NH2:26])[CH:6]=[CH:7][C:8]=1[C:9]1[O:10][C:11]([C:14]2[C:15]([C:20]3[CH:25]=[CH:24][CH:23]=[CH:22][CH:21]=3)=[N:16][O:17][C:18]=2[CH3:19])=[N:12][N:13]=1.[CH:27](O)=[O:28], predict the reaction product. The product is: [CH3:1][O:2][C:3]1[CH:4]=[C:5]([NH:26][CH:27]=[O:28])[CH:6]=[CH:7][C:8]=1[C:9]1[O:10][C:11]([C:14]2[C:15]([C:20]3[CH:21]=[CH:22][CH:23]=[CH:24][CH:25]=3)=[N:16][O:17][C:18]=2[CH3:19])=[N:12][N:13]=1. (3) Given the reactants [H-].[Na+].[CH2:3]([OH:10])[C:4]1[CH:9]=[CH:8][CH:7]=[CH:6][CH:5]=1.[CH2:11]([N:18]1[C:27]([C:28]([OH:30])=[O:29])=[C:26]([C:31]2[CH:36]=[CH:35][CH:34]=[CH:33][CH:32]=2)[C:25]2[C:20](=[CH:21][CH:22]=[C:23](F)[CH:24]=2)[C:19]1=[O:38])[C:12]1[CH:17]=[CH:16][CH:15]=[CH:14][CH:13]=1.Cl, predict the reaction product. The product is: [CH2:11]([N:18]1[C:27]([C:28]([OH:30])=[O:29])=[C:26]([C:31]2[CH:32]=[CH:33][CH:34]=[CH:35][CH:36]=2)[C:25]2[C:20](=[CH:21][CH:22]=[C:23]([O:10][CH2:3][C:4]3[CH:9]=[CH:8][CH:7]=[CH:6][CH:5]=3)[CH:24]=2)[C:19]1=[O:38])[C:12]1[CH:13]=[CH:14][CH:15]=[CH:16][CH:17]=1.